This data is from NCI-60 drug combinations with 297,098 pairs across 59 cell lines. The task is: Regression. Given two drug SMILES strings and cell line genomic features, predict the synergy score measuring deviation from expected non-interaction effect. (1) Drug 1: CC(C)(C#N)C1=CC(=CC(=C1)CN2C=NC=N2)C(C)(C)C#N. Synergy scores: CSS=-1.63, Synergy_ZIP=0.831, Synergy_Bliss=1.95, Synergy_Loewe=-4.83, Synergy_HSA=-3.61. Drug 2: C1=NC2=C(N=C(N=C2N1C3C(C(C(O3)CO)O)F)Cl)N. Cell line: MALME-3M. (2) Drug 1: CCCS(=O)(=O)NC1=C(C(=C(C=C1)F)C(=O)C2=CNC3=C2C=C(C=N3)C4=CC=C(C=C4)Cl)F. Drug 2: CC1=C(N=C(N=C1N)C(CC(=O)N)NCC(C(=O)N)N)C(=O)NC(C(C2=CN=CN2)OC3C(C(C(C(O3)CO)O)O)OC4C(C(C(C(O4)CO)O)OC(=O)N)O)C(=O)NC(C)C(C(C)C(=O)NC(C(C)O)C(=O)NCCC5=NC(=CS5)C6=NC(=CS6)C(=O)NCCC[S+](C)C)O. Cell line: MDA-MB-231. Synergy scores: CSS=3.69, Synergy_ZIP=-3.82, Synergy_Bliss=-3.96, Synergy_Loewe=-12.9, Synergy_HSA=-5.85. (3) Drug 1: C1=C(C(=O)NC(=O)N1)F. Drug 2: CS(=O)(=O)CCNCC1=CC=C(O1)C2=CC3=C(C=C2)N=CN=C3NC4=CC(=C(C=C4)OCC5=CC(=CC=C5)F)Cl. Cell line: MCF7. Synergy scores: CSS=32.2, Synergy_ZIP=6.27, Synergy_Bliss=5.88, Synergy_Loewe=3.93, Synergy_HSA=5.41. (4) Drug 1: CC1=CC=C(C=C1)C2=CC(=NN2C3=CC=C(C=C3)S(=O)(=O)N)C(F)(F)F. Drug 2: CCC1=C2CN3C(=CC4=C(C3=O)COC(=O)C4(CC)O)C2=NC5=C1C=C(C=C5)O. Cell line: EKVX. Synergy scores: CSS=7.79, Synergy_ZIP=-2.64, Synergy_Bliss=-2.29, Synergy_Loewe=-39.2, Synergy_HSA=-3.41. (5) Drug 1: CCN(CC)CCNC(=O)C1=C(NC(=C1C)C=C2C3=C(C=CC(=C3)F)NC2=O)C. Drug 2: CC1C(C(CC(O1)OC2CC(OC(C2O)C)OC3=CC4=CC5=C(C(=O)C(C(C5)C(C(=O)C(C(C)O)O)OC)OC6CC(C(C(O6)C)O)OC7CC(C(C(O7)C)O)OC8CC(C(C(O8)C)O)(C)O)C(=C4C(=C3C)O)O)O)O. Cell line: HCT-15. Synergy scores: CSS=22.8, Synergy_ZIP=-4.59, Synergy_Bliss=-6.69, Synergy_Loewe=-19.8, Synergy_HSA=-6.10.